This data is from Full USPTO retrosynthesis dataset with 1.9M reactions from patents (1976-2016). The task is: Predict the reactants needed to synthesize the given product. (1) The reactants are: [OH:1][C:2]1[CH:19]=[CH:18][C:17]2[C@@H:16]3[C@H:7]([C@H:8]4[C@@:12]([CH2:14][CH2:15]3)([CH3:13])[C:11](=[O:20])[CH2:10][CH2:9]4)[CH2:6][CH2:5][C:4]=2[C:3]=1[CH3:21].[C:22]12(O)[CH2:31][CH:26]3[CH2:27][CH:28]([CH2:30][CH:24]([CH2:25]3)[CH2:23]1)[CH2:29]2.B(F)(F)F.CCOCC. Given the product [C:22]12([C:19]3[C:2]([OH:1])=[C:3]([CH3:21])[C:4]4[CH2:5][CH2:6][C@@H:7]5[C@@H:16]([C:17]=4[CH:18]=3)[CH2:15][CH2:14][C@@:12]3([CH3:13])[C@H:8]5[CH2:9][CH2:10][C:11]3=[O:20])[CH2:31][CH:26]3[CH2:27][CH:28]([CH2:30][CH:24]([CH2:25]3)[CH2:23]1)[CH2:29]2, predict the reactants needed to synthesize it. (2) Given the product [CH3:28][O:14][C:12](=[O:13])[C:11]1[C:15]([OH:24])=[CH:16][C:17]([OH:20])=[C:18]([Br:19])[C:10]=1[CH2:9][O:8][CH2:1][C:2]1[CH:7]=[CH:6][CH:5]=[CH:4][CH:3]=1, predict the reactants needed to synthesize it. The reactants are: [CH2:1]([O:8][CH2:9][C:10]1[C:18]([Br:19])=[C:17]([O:20]COC)[CH:16]=[C:15]([O:24]COC)[C:11]=1[C:12]([OH:14])=[O:13])[C:2]1[CH:7]=[CH:6][CH:5]=[CH:4][CH:3]=1.[CH3:28][Si](C=[N+]=[N-])(C)C.CCCCCC.C(O)(=O)C.